This data is from Catalyst prediction with 721,799 reactions and 888 catalyst types from USPTO. The task is: Predict which catalyst facilitates the given reaction. (1) Reactant: [CH3:1][CH2:2]N(CC)CC.Br[C:9]1[CH:14]=[CH:13][C:12]([CH2:15][NH:16][C:17]([C:19]2[NH:23][C:22]([CH3:24])=[N:21][C:20]=2[Cl:25])=[O:18])=[C:11]([F:26])[C:10]=1[O:27][C:28]1[CH:33]=[C:32]([C:34]#[N:35])[CH:31]=[C:30]([Cl:36])[CH:29]=1.C([B-](F)(F)F)=C.[K+]. Product: [Cl:25][C:20]1[N:21]=[C:22]([CH3:24])[NH:23][C:19]=1[C:17]([NH:16][CH2:15][C:12]1[CH:13]=[CH:14][C:9]([CH:1]=[CH2:2])=[C:10]([O:27][C:28]2[CH:33]=[C:32]([C:34]#[N:35])[CH:31]=[C:30]([Cl:36])[CH:29]=2)[C:11]=1[F:26])=[O:18]. The catalyst class is: 259. (2) Reactant: [C:1]([C:5]1[CH:6]=[C:7]([C:16]2[O:17][C:18]([CH3:24])=[C:19]([CH2:21][CH2:22][OH:23])[N:20]=2)[CH:8]=[C:9]([C:12]([CH3:15])([CH3:14])[CH3:13])[C:10]=1[OH:11])([CH3:4])([CH3:3])[CH3:2].O[C:26]1[CH:33]=[CH:32][C:29]([CH:30]=[O:31])=[CH:28][CH:27]=1.C1(P(C2C=CC=CC=2)C2C=CC=CC=2)C=CC=CC=1.C(OC([N+](C(OCC)=O)=[N-])=O)C. Product: [C:1]([C:5]1[CH:6]=[C:7]([C:16]2[O:17][C:18]([CH3:24])=[C:19]([CH2:21][CH2:22][O:23][C:26]3[CH:33]=[CH:32][C:29]([CH:30]=[O:31])=[CH:28][CH:27]=3)[N:20]=2)[CH:8]=[C:9]([C:12]([CH3:15])([CH3:14])[CH3:13])[C:10]=1[OH:11])([CH3:2])([CH3:3])[CH3:4]. The catalyst class is: 7. (3) Reactant: [Br:1][C:2]1[CH:11]=[CH:10][C:5]([C:6](=O)[CH2:7]Br)=[CH:4][CH:3]=1.C(#N)C.C[N:16]1[C:20](=[O:21])[CH2:19]CC1. Product: [Br:1][C:2]1[CH:11]=[CH:10][C:5]([C:6]2[N:16]=[C:20]([CH3:19])[O:21][CH:7]=2)=[CH:4][CH:3]=1. The catalyst class is: 28.